Dataset: Forward reaction prediction with 1.9M reactions from USPTO patents (1976-2016). Task: Predict the product of the given reaction. (1) Given the reactants [NH2:1][CH2:2][CH2:3][CH2:4][CH2:5][CH2:6][CH2:7][CH2:8][CH2:9][CH2:10][N:11]1[CH2:16][CH2:15][CH:14]([CH2:17][N:18]2[CH:22]=[N:21][C:20]([C:23]([C:31]3[CH:36]=[CH:35][CH:34]=[CH:33][CH:32]=3)([C:25]3[CH:30]=[CH:29][CH:28]=[CH:27][CH:26]=3)[OH:24])=[N:19]2)[CH2:13][CH2:12]1.[CH2:37]([O:44][C:45]1[CH:46]=[CH:47][C:48]([C@@H:56]([O:59][Si:60]([C:63]([CH3:66])([CH3:65])[CH3:64])([CH3:62])[CH3:61])[CH2:57]Br)=[C:49]2[C:54]=1[NH:53][C:52](=[O:55])[CH:51]=[CH:50]2)[C:38]1[CH:43]=[CH:42][CH:41]=[CH:40][CH:39]=1.CS(C)=O.C(N(C(C)C)CC)(C)C, predict the reaction product. The product is: [NH3:1].[CH2:37]([O:44][C:45]1[CH:46]=[CH:47][C:48]([C@@H:56]([O:59][Si:60]([C:63]([CH3:64])([CH3:66])[CH3:65])([CH3:62])[CH3:61])[CH2:57][NH:1][CH2:2][CH2:3][CH2:4][CH2:5][CH2:6][CH2:7][CH2:8][CH2:9][CH2:10][N:11]2[CH2:16][CH2:15][CH:14]([CH2:17][N:18]3[CH:22]=[N:21][C:20]([C:23]([OH:24])([C:25]4[CH:26]=[CH:27][CH:28]=[CH:29][CH:30]=4)[C:31]4[CH:32]=[CH:33][CH:34]=[CH:35][CH:36]=4)=[N:19]3)[CH2:13][CH2:12]2)=[C:49]2[C:54]=1[NH:53][C:52](=[O:55])[CH:51]=[CH:50]2)[C:38]1[CH:39]=[CH:40][CH:41]=[CH:42][CH:43]=1. (2) Given the reactants [CH3:1][C:2]1[C:11]2[CH:10]=[CH:9][CH:8]=[C:7]([NH2:12])[C:6]=2[CH:5]=[CH:4][N:3]=1.[F:13][C:14]([F:27])([F:26])[O:15][C:16]1[CH:25]=[CH:24][C:19]([CH2:20][N:21]=[C:22]=[O:23])=[CH:18][CH:17]=1, predict the reaction product. The product is: [CH3:1][C:2]1[C:11]2[C:6](=[C:7]([NH:12][C:22]([NH:21][CH2:20][C:19]3[CH:18]=[CH:17][C:16]([O:15][C:14]([F:13])([F:27])[F:26])=[CH:25][CH:24]=3)=[O:23])[CH:8]=[CH:9][CH:10]=2)[CH:5]=[CH:4][N:3]=1. (3) The product is: [CH2:61]([O:60][C:51](=[O:59])[CH2:52][CH2:53][CH2:54][CH2:55][C:56]([N:2]([CH3:1])[CH2:3][CH2:4][N:5]([CH2:11][C:12]1[CH:13]=[C:14]([CH:48]=[CH:49][CH:50]=1)[C:15]([NH:17][C:18]1[S:19][C:20]2[CH2:47][CH2:46][CH2:45][CH2:44][C:21]=2[C:22]=1[C:23]([NH:25][C:26]1[CH:31]=[CH:30][C:29]([CH2:32][CH2:33][C:34]2[CH:43]=[CH:42][C:37]([C:38]([O:40][CH3:41])=[O:39])=[CH:36][CH:35]=2)=[CH:28][CH:27]=1)=[O:24])=[O:16])[CH:6]([CH2:7][CH3:8])[CH2:9][CH3:10])=[O:58])[CH3:62]. Given the reactants [CH3:1][NH:2][CH2:3][CH2:4][N:5]([CH2:11][C:12]1[CH:13]=[C:14]([CH:48]=[CH:49][CH:50]=1)[C:15]([NH:17][C:18]1[S:19][C:20]2[CH2:47][CH2:46][CH2:45][CH2:44][C:21]=2[C:22]=1[C:23]([NH:25][C:26]1[CH:31]=[CH:30][C:29]([CH2:32][CH2:33][C:34]2[CH:43]=[CH:42][C:37]([C:38]([O:40][CH3:41])=[O:39])=[CH:36][CH:35]=2)=[CH:28][CH:27]=1)=[O:24])=[O:16])[CH:6]([CH2:9][CH3:10])[CH2:7][CH3:8].[C:51]([O:60][CH2:61][CH3:62])(=[O:59])[CH2:52][CH2:53][CH2:54][CH2:55][C:56]([O-:58])=O.C(N(C(C)C)C(C)C)C.F[P-](F)(F)(F)(F)F.N1(OC(N(C)C)=[N+](C)C)C2N=CC=CC=2N=N1, predict the reaction product. (4) Given the reactants Cl[C:2]1[CH:7]=[CH:6][N:5]=[C:4]2[CH:8]=[C:9]([C:11]3[N:12]=[CH:13][N:14]([CH3:16])[CH:15]=3)[S:10][C:3]=12.[F:17][C:18]1[CH:38]=[C:37]([N+:39]([O-:41])=[O:40])[CH:36]=[CH:35][C:19]=1[O:20]C1C=CN=C2C=C(C3SC=CN=3)SC=12, predict the reaction product. The product is: [F:17][C:18]1[CH:38]=[C:37]([N+:39]([O-:41])=[O:40])[CH:36]=[CH:35][C:19]=1[O:20][C:2]1[CH:7]=[CH:6][N:5]=[C:4]2[CH:8]=[C:9]([C:11]3[N:12]=[CH:13][N:14]([CH3:16])[CH:15]=3)[S:10][C:3]=12. (5) Given the reactants [CH3:1][CH2:2][C:3]([NH:5][C:6]1[CH:11]=[CH:10][CH:9]=[CH:8][CH:7]=1)=O.P(Cl)(Cl)(Cl)(Cl)[Cl:13], predict the reaction product. The product is: [CH3:1][CH2:2][C:3](=[N:5][C:6]1[CH:11]=[CH:10][CH:9]=[CH:8][CH:7]=1)[Cl:13]. (6) Given the reactants Br[C:2]1[S:6][CH:5]=[N:4][C:3]=1[C:7]1[NH:11][C:10]2[CH:12]=[CH:13][C:14]([CH3:16])=[CH:15][C:9]=2[N:8]=1.[C:17](=[O:19])=[O:18], predict the reaction product. The product is: [CH3:16][C:14]1[CH:13]=[CH:12][C:10]2[NH:11][C:7]([C:3]3[N:4]=[CH:5][S:6][C:2]=3[C:17]([OH:19])=[O:18])=[N:8][C:9]=2[CH:15]=1.